Regression. Given two drug SMILES strings and cell line genomic features, predict the synergy score measuring deviation from expected non-interaction effect. From a dataset of NCI-60 drug combinations with 297,098 pairs across 59 cell lines. (1) Synergy scores: CSS=-6.86, Synergy_ZIP=-1.34, Synergy_Bliss=-8.59, Synergy_Loewe=-14.0, Synergy_HSA=-10.5. Drug 2: CCCCCOC(=O)NC1=NC(=O)N(C=C1F)C2C(C(C(O2)C)O)O. Drug 1: CNC(=O)C1=CC=CC=C1SC2=CC3=C(C=C2)C(=NN3)C=CC4=CC=CC=N4. Cell line: ACHN. (2) Drug 1: C1CN(CCN1C(=O)CCBr)C(=O)CCBr. Drug 2: C1CNP(=O)(OC1)N(CCCl)CCCl. Cell line: OVCAR-8. Synergy scores: CSS=14.6, Synergy_ZIP=-6.86, Synergy_Bliss=-0.211, Synergy_Loewe=-16.7, Synergy_HSA=-0.736. (3) Drug 1: CCN(CC)CCCC(C)NC1=C2C=C(C=CC2=NC3=C1C=CC(=C3)Cl)OC. Drug 2: COC1=C2C(=CC3=C1OC=C3)C=CC(=O)O2. Cell line: A549. Synergy scores: CSS=-1.07, Synergy_ZIP=5.00, Synergy_Bliss=6.54, Synergy_Loewe=7.77, Synergy_HSA=4.40. (4) Drug 1: C1=CC(=CC=C1CC(C(=O)O)N)N(CCCl)CCCl.Cl. Drug 2: B(C(CC(C)C)NC(=O)C(CC1=CC=CC=C1)NC(=O)C2=NC=CN=C2)(O)O. Cell line: NCI-H322M. Synergy scores: CSS=0.420, Synergy_ZIP=4.15, Synergy_Bliss=7.14, Synergy_Loewe=5.08, Synergy_HSA=2.28. (5) Drug 1: C1CC(=O)NC(=O)C1N2CC3=C(C2=O)C=CC=C3N. Drug 2: CC1OCC2C(O1)C(C(C(O2)OC3C4COC(=O)C4C(C5=CC6=C(C=C35)OCO6)C7=CC(=C(C(=C7)OC)O)OC)O)O. Cell line: OVCAR-4. Synergy scores: CSS=2.49, Synergy_ZIP=-1.07, Synergy_Bliss=0.895, Synergy_Loewe=0.389, Synergy_HSA=1.39. (6) Drug 1: C1=NC2=C(N=C(N=C2N1C3C(C(C(O3)CO)O)O)F)N. Drug 2: C1C(C(OC1N2C=NC3=C2NC=NCC3O)CO)O. Cell line: HOP-62. Synergy scores: CSS=15.7, Synergy_ZIP=0.541, Synergy_Bliss=0.752, Synergy_Loewe=2.48, Synergy_HSA=0.413. (7) Drug 1: C1CN1P(=S)(N2CC2)N3CC3. Drug 2: C1=CN(C(=O)N=C1N)C2C(C(C(O2)CO)O)O.Cl. Cell line: SF-539. Synergy scores: CSS=32.3, Synergy_ZIP=-8.27, Synergy_Bliss=1.14, Synergy_Loewe=-22.6, Synergy_HSA=2.48.